Dataset: Forward reaction prediction with 1.9M reactions from USPTO patents (1976-2016). Task: Predict the product of the given reaction. Given the reactants [CH3:1][N:2]1[CH:6]=[C:5]([C:7](Cl)=[O:8])[C:4]([C:10]([F:13])([F:12])[F:11])=[N:3]1.[Cl:14][C:15]1[CH:16]=[C:17]([C:22]2[CH:28]=[CH:27][CH:26]=[CH:25][C:23]=2[NH2:24])[CH:18]=[CH:19][C:20]=1[Cl:21].C(N(CC)CC)C.C(OC)(C)(C)C, predict the reaction product. The product is: [Cl:14][C:15]1[CH:16]=[C:17]([C:22]2[CH:28]=[CH:27][CH:26]=[CH:25][C:23]=2[NH:24][C:7]([C:5]2[C:4]([C:10]([F:13])([F:12])[F:11])=[N:3][N:2]([CH3:1])[CH:6]=2)=[O:8])[CH:18]=[CH:19][C:20]=1[Cl:21].